Dataset: Catalyst prediction with 721,799 reactions and 888 catalyst types from USPTO. Task: Predict which catalyst facilitates the given reaction. (1) Reactant: [CH:1]1([C:4]([N:6]2[CH2:10][CH2:9][C@@H:8]([CH2:11][NH:12][C:13]3[CH:18]=[CH:17][N:16]=[CH:15][C:14]=3[NH2:19])[CH2:7]2)=[O:5])[CH2:3][CH2:2]1.[Br:20][C:21]1[CH:28]=[CH:27][C:24]([CH:25]=O)=[CH:23][CH:22]=1.C(O)(=O)C. Product: [Br:20][C:21]1[CH:28]=[CH:27][C:24]([C:25]2[N:12]([CH2:11][C@@H:8]3[CH2:9][CH2:10][N:6]([C:4]([CH:1]4[CH2:3][CH2:2]4)=[O:5])[CH2:7]3)[C:13]3[CH:18]=[CH:17][N:16]=[CH:15][C:14]=3[N:19]=2)=[CH:23][CH:22]=1. The catalyst class is: 51. (2) Reactant: [CH3:1][N:2]([CH3:28])[C:3]([CH:5]1[CH2:11][N:10]([C:12]([CH:14]2[CH2:19][CH2:18][O:17][CH2:16][CH2:15]2)=[O:13])[CH2:9][C:8]2[CH:20]=[CH:21][C:22]([C:24]([O:26]C)=O)=[CH:23][C:7]=2[O:6]1)=[O:4].[NH2:29][OH:30].[OH-].[Na+]. Product: [OH:30][NH:29][C:24]([C:22]1[CH:21]=[CH:20][C:8]2[CH2:9][N:10]([C:12]([CH:14]3[CH2:15][CH2:16][O:17][CH2:18][CH2:19]3)=[O:13])[CH2:11][CH:5]([C:3]([N:2]([CH3:1])[CH3:28])=[O:4])[O:6][C:7]=2[CH:23]=1)=[O:26]. The catalyst class is: 36. (3) Reactant: [CH3:1][S:2](Cl)(=[O:4])=[O:3].[OH:6][C@H:7]1[CH2:11][CH2:10][N:9]([C:12](=[O:15])[CH2:13][CH3:14])[CH2:8]1.CCN(CC)CC.O. Product: [C:12]([N:9]1[CH2:10][CH2:11][C@H:7]([O:6][S:2]([CH3:1])(=[O:4])=[O:3])[CH2:8]1)(=[O:15])[CH2:13][CH3:14]. The catalyst class is: 2. (4) Reactant: [NH2:1][C:2]1[C:15]([CH3:16])=[CH:14][C:13](Br)=[CH:12][C:3]=1[C:4]([O:6][CH2:7][CH2:8][CH2:9][CH2:10][CH3:11])=[O:5].[Cu](C#N)[C:19]#[N:20]. Product: [NH2:1][C:2]1[C:15]([CH3:16])=[CH:14][C:13]([C:19]#[N:20])=[CH:12][C:3]=1[C:4]([O:6][CH2:7][CH2:8][CH2:9][CH2:10][CH3:11])=[O:5]. The catalyst class is: 80.